From a dataset of Peptide-MHC class II binding affinity with 134,281 pairs from IEDB. Regression. Given a peptide amino acid sequence and an MHC pseudo amino acid sequence, predict their binding affinity value. This is MHC class II binding data. (1) The peptide sequence is AMEVASQARQMVQAM. The MHC is DRB1_1302 with pseudo-sequence DRB1_1302. The binding affinity (normalized) is 0.518. (2) The peptide sequence is RPGLLIGFGLRTLWS. The MHC is DRB3_0101 with pseudo-sequence DRB3_0101. The binding affinity (normalized) is 0. (3) The MHC is DRB1_0901 with pseudo-sequence DRB1_0901. The binding affinity (normalized) is 0.717. The peptide sequence is WGAIWRIDTPEVLKG.